Dataset: Retrosynthesis with 50K atom-mapped reactions and 10 reaction types from USPTO. Task: Predict the reactants needed to synthesize the given product. (1) Given the product CN(c1ccccc1)c1ncnc2c(-c3ccccc3)cnn12, predict the reactants needed to synthesize it. The reactants are: CN(c1ccccc1)c1ncnc2c(I)cnn12.OB(O)c1ccccc1. (2) Given the product COC(=O)c1cccc(CSc2ccc(F)cc2NS(=O)(=O)c2cc3ccccc3o2)c1, predict the reactants needed to synthesize it. The reactants are: COC(=O)c1cccc(CSc2ccc(F)cc2N)c1.O=S(=O)(Cl)c1cc2ccccc2o1. (3) Given the product Cc1cc(C)cc(Oc2ccc(C(=O)O)cc2S(=O)(=O)N2CCN(C(=O)OC(C)(C)C)CC2)c1, predict the reactants needed to synthesize it. The reactants are: CC(C)(C)OC(=O)N1CCN(S(=O)(=O)c2cc(C(=O)O)ccc2F)CC1.Cc1cc(C)cc(O)c1. (4) Given the product CC(=O)Nc1ccc(S(=O)(=O)Nc2nncs2)cc1, predict the reactants needed to synthesize it. The reactants are: CC(=O)Nc1ccc(S(=O)(=O)Cl)cc1.Nc1nncs1. (5) Given the product COC(=O)CCC(C(N)=O)N1Cc2c(OCC3COc4ccccc4C3)cccc2C1=O, predict the reactants needed to synthesize it. The reactants are: COC(=O)CCC(C(N)=O)N1Cc2c(O)cccc2C1=O.OCC1COc2ccccc2C1. (6) Given the product CNC(=O)c1cc(Sc2ccc(Cl)nc2)n(-c2cccc(F)c2Cl)n1, predict the reactants needed to synthesize it. The reactants are: CCOC(=O)c1cc(Sc2ccc(Cl)nc2)n(-c2cccc(F)c2Cl)n1.CN.